From a dataset of Full USPTO retrosynthesis dataset with 1.9M reactions from patents (1976-2016). Predict the reactants needed to synthesize the given product. (1) Given the product [CH2:12]([S:14]([C:17]1[CH:44]=[CH:43][C:20]([O:21][C:22]2[C:23]([CH:37]3[O:41][C:40](=[O:42])[CH2:39][CH2:38]3)=[CH:24][C:25]3[N:29]=[C:28]([C:30]4[CH:35]=[N:34][CH:33]=[CH:32][N:31]=4)[NH:27][C:26]=3[CH:36]=2)=[CH:19][CH:18]=1)(=[O:15])=[O:16])[CH3:13], predict the reactants needed to synthesize it. The reactants are: N([O-])=O.[Na+].FC(F)(F)C(O)=O.[CH2:12]([S:14]([C:17]1[CH:44]=[CH:43][C:20]([O:21][C:22]2[C:23]([CH:37]3[O:41][CH:40]([OH:42])[CH2:39][CH2:38]3)=[CH:24][C:25]3[N:29]=[C:28]([C:30]4[CH:35]=[N:34][CH:33]=[CH:32][N:31]=4)[NH:27][C:26]=3[CH:36]=2)=[CH:19][CH:18]=1)(=[O:16])=[O:15])[CH3:13]. (2) Given the product [CH2:1]([N:8]1[CH2:13][CH2:12][C:11]2([C:21]3[C:16](=[CH:17][CH:18]=[CH:19][C:20]=3[CH2:22][N:23]([CH:24]3[CH2:28][CH2:27][CH2:26][CH2:25]3)[C:46](=[O:47])[O:45][C:42]([CH3:44])([CH3:43])[CH3:41])[N:15]([C:29]3[C:30]4[CH:37]([CH:38]([CH3:40])[CH3:39])[CH2:36][CH2:35][C:31]=4[N:32]=[CH:33][N:34]=3)[CH2:14]2)[CH2:10][CH2:9]1)[C:2]1[CH:3]=[CH:4][CH:5]=[CH:6][CH:7]=1, predict the reactants needed to synthesize it. The reactants are: [CH2:1]([N:8]1[CH2:13][CH2:12][C:11]2([C:21]3[C:16](=[CH:17][CH:18]=[CH:19][C:20]=3[CH2:22][NH:23][CH:24]3[CH2:28][CH2:27][CH2:26][CH2:25]3)[N:15]([C:29]3[C:30]4[CH:37]([CH:38]([CH3:40])[CH3:39])[CH2:36][CH2:35][C:31]=4[N:32]=[CH:33][N:34]=3)[CH2:14]2)[CH2:10][CH2:9]1)[C:2]1[CH:7]=[CH:6][CH:5]=[CH:4][CH:3]=1.[CH3:41][C:42]([O:45][C:46](O[C:46]([O:45][C:42]([CH3:44])([CH3:43])[CH3:41])=[O:47])=[O:47])([CH3:44])[CH3:43]. (3) Given the product [CH2:12]([CH:15]1[CH2:20][CH2:19][N:18]([C:2]([O:4][C:5]2[CH:10]=[CH:9][C:8]([Cl:11])=[CH:7][CH:6]=2)=[O:3])[CH2:17][CH2:16]1)[C:13]#[CH:14], predict the reactants needed to synthesize it. The reactants are: Cl[C:2]([O:4][C:5]1[CH:10]=[CH:9][C:8]([Cl:11])=[CH:7][CH:6]=1)=[O:3].[CH2:12]([CH:15]1[CH2:20][CH2:19][N:18](C(OC(C)(C)C)=O)[CH2:17][CH2:16]1)[C:13]#[CH:14]. (4) Given the product [Cl:1][C:2]1[CH:7]=[CH:6][CH:5]=[CH:4][C:3]=1[CH2:8][C:9]([N:48]1[C@@H:47]([CH2:46][OH:45])[CH2:56][C:55]2[C:50](=[CH:51][CH:52]=[CH:53][C:54]=2[CH2:57][CH2:58][C:59]([OH:61])([CH3:60])[CH3:62])[C@@H:49]1[CH3:63])=[O:11], predict the reactants needed to synthesize it. The reactants are: [Cl:1][C:2]1[CH:7]=[CH:6][CH:5]=[CH:4][C:3]=1[CH2:8][C:9]([OH:11])=O.F[P-](F)(F)(F)(F)F.N1(OC(N(C)C)=[N+](C)C)C2N=CC=CC=2N=N1.C(N(C(C)C)CC)(C)C.[OH:45][CH2:46][C@H:47]1[CH2:56][C:55]2[C:50](=[CH:51][CH:52]=[CH:53][C:54]=2[CH2:57][CH2:58][C:59]([CH3:62])([OH:61])[CH3:60])[C@H:49]([CH3:63])[NH:48]1.